From a dataset of Reaction yield outcomes from USPTO patents with 853,638 reactions. Predict the reaction yield, written as a fraction of the theoretical maximum amount of product (1.0 means a 100% yield; for example, 0.34 means a 34% yield). (1) The reactants are Br[C:2]1[CH:3]=[C:4]([CH:13]=[O:14])[C:5]2[CH2:6][CH2:7][CH2:8][C:9]=2[C:10]=1[O:11][CH3:12].[CH3:15][O:16][C:17]1[CH:22]=[CH:21][C:20](B(O)O)=[CH:19][CH:18]=1.C(=O)([O-])[O-].[K+].[K+]. The catalyst is C1(C)C=CC=CC=1.O.[Pd].C1(P(C2C=CC=CC=2)C2C=CC=CC=2)C=CC=CC=1.C1(P(C2C=CC=CC=2)C2C=CC=CC=2)C=CC=CC=1.C1(P(C2C=CC=CC=2)C2C=CC=CC=2)C=CC=CC=1.C1(P(C2C=CC=CC=2)C2C=CC=CC=2)C=CC=CC=1. The product is [CH3:12][O:11][C:10]1[C:9]2[CH2:8][CH2:7][CH2:6][C:5]=2[C:4]([CH:13]=[O:14])=[CH:3][C:2]=1[C:20]1[CH:21]=[CH:22][C:17]([O:16][CH3:15])=[CH:18][CH:19]=1. The yield is 0.227. (2) The reactants are [OH:1][CH2:2][CH2:3][P:4]([CH2:9][NH:10][C:11](=[O:18])[CH2:12][CH2:13][C:14]([O:16][CH3:17])=[O:15])([CH2:6][CH2:7][OH:8])=[O:5].[S:19](Cl)([C:22]1[CH:28]=[CH:27][C:25]([CH3:26])=[CH:24][CH:23]=1)(=[O:21])=[O:20]. The catalyst is C(Cl)Cl.N1C=CC=CC=1. The product is [S:19]([O:1][CH2:2][CH2:3][P:4]([CH2:9][NH:10][C:11](=[O:18])[CH2:12][CH2:13][C:14]([O:16][CH3:17])=[O:15])([CH2:6][CH2:7][O:8][S:19]([C:22]1[CH:28]=[CH:27][C:25]([CH3:26])=[CH:24][CH:23]=1)(=[O:21])=[O:20])=[O:5])([C:22]1[CH:28]=[CH:27][C:25]([CH3:26])=[CH:24][CH:23]=1)(=[O:21])=[O:20]. The yield is 0.830. (3) The reactants are C(Cl)(=O)C(Cl)=O.CS(C)=O.[CH3:11][CH:12]1[CH2:16][NH:15][C:14]([C:17]2[CH:22]=[CH:21][N:20]=[C:19]([NH:23][C:24](=[O:31])[C:25]3[CH:30]=[CH:29][CH:28]=[CH:27][CH:26]=3)[CH:18]=2)=[N:13]1.C(N(CC)CC)C. The catalyst is ClCCl. The product is [CH3:11][C:12]1[N:13]=[C:14]([C:17]2[CH:22]=[CH:21][N:20]=[C:19]([NH:23][C:24](=[O:31])[C:25]3[CH:26]=[CH:27][CH:28]=[CH:29][CH:30]=3)[CH:18]=2)[NH:15][CH:16]=1. The yield is 0.380. (4) The reactants are [CH3:1][N:2]1[CH:6]=[CH:5][C:4]([NH:7][C:8]([C:10]2[CH:21]=[C:20]([O:22]CC3C=CC=CC=3)[C:13]3[CH2:14][CH:15]([CH2:17][O:18][CH3:19])[O:16][C:12]=3[CH:11]=2)=[O:9])=[N:3]1. The catalyst is CCOC(C)=O.[Pd]. The product is [CH3:1][N:2]1[CH:6]=[CH:5][C:4]([NH:7][C:8]([C:10]2[CH:21]=[C:20]([OH:22])[C:13]3[CH2:14][CH:15]([CH2:17][O:18][CH3:19])[O:16][C:12]=3[CH:11]=2)=[O:9])=[N:3]1. The yield is 1.00. (5) The reactants are N[C@@H]1CCCC[C@H]1N.P([O-])([O-])([O-])=O.[K+].[K+].[K+].[CH3:17][C:18]1[CH:23]=[CH:22][N:21]=[CH:20][C:19]=1[N:24]1[CH2:28][CH2:27][NH:26][C:25]1=[O:29].Br[C:31]1[S:32][C:33]([CH3:36])=[CH:34][CH:35]=1. The catalyst is C(Cl)(Cl)Cl.[Cu](I)I.CO.O1CCOCC1. The product is [CH3:17][C:18]1[CH:23]=[CH:22][N:21]=[CH:20][C:19]=1[N:24]1[CH2:28][CH2:27][N:26]([C:31]2[S:32][C:33]([CH3:36])=[CH:34][CH:35]=2)[C:25]1=[O:29]. The yield is 0.740. (6) The reactants are BrC1C=C(NC2C=CC(N3CCN([CH:23]4[CH2:26][O:25][CH2:24]4)CC3)=CN=2)C(=O)N(C)C=1.[Br:27][C:28]1[CH:29]=[C:30]([NH:36][C:37]2[N:42]=[CH:41][C:40]([N:43]3[C@@H:48]([CH3:49])[CH2:47][N:46](C(OC(C)(C)C)=O)[C@H:45]([CH3:57])[CH2:44]3)=[CH:39][CH:38]=2)[C:31](=[O:35])[N:32]([CH3:34])[CH:33]=1. No catalyst specified. The product is [Br:27][C:28]1[CH:29]=[C:30]([NH:36][C:37]2[CH:38]=[CH:39][C:40]([N:43]3[CH2:44][C@@H:45]([CH3:57])[N:46]([CH:23]4[CH2:26][O:25][CH2:24]4)[CH2:47][C@@H:48]3[CH3:49])=[CH:41][N:42]=2)[C:31](=[O:35])[N:32]([CH3:34])[CH:33]=1. The yield is 0.910. (7) The reactants are O.[CH:2]([O:5][C:6]1[CH:11]=[CH:10][C:9]([N:12]2[C:20]3[C:15](=[CH:16][C:17]([O:21][C:22]4[CH:27]=[CH:26][C:25]([C:28]([F:31])([F:30])[F:29])=[CH:24][CH:23]=4)=[CH:18][CH:19]=3)[CH:14]=[C:13]2[C:32]([OH:34])=[O:33])=[CH:8][CH:7]=1)([CH3:4])[CH3:3].C(OC1C=CC(N2C3C(=CC(OC4C=CC(C(F)(F)F)=CC=4)=CC=3)C=[C:46]2[C:65](O)=O)=CC=1)(C)C.C1C(=O)N([Br:75])C(=O)C1.[O-]S([O-])(=S)=O.[Na+].[Na+]. The catalyst is C(Cl)(Cl)(Cl)Cl. The product is [CH2:46]([O:33][C:32]([C:13]1[N:12]([C:9]2[CH:8]=[CH:7][C:6]([O:5][CH:2]([CH3:4])[CH3:3])=[CH:11][CH:10]=2)[C:20]2[C:15]([C:14]=1[Br:75])=[CH:16][C:17]([O:21][C:22]1[CH:27]=[CH:26][C:25]([C:28]([F:29])([F:30])[F:31])=[CH:24][CH:23]=1)=[CH:18][CH:19]=2)=[O:34])[CH3:65]. The yield is 0.930. (8) The reactants are [OH:1][C@H:2]1[CH2:7][CH2:6][C@H:5]([C:8]([O:10][CH3:11])=[O:9])[CH2:4][CH2:3]1.N1C=CN=C1.[C:17]([Si:21](Cl)([CH3:23])[CH3:22])([CH3:20])([CH3:19])[CH3:18]. The catalyst is CN(C=O)C. The product is [Si:21]([O:1][C@H:2]1[CH2:3][CH2:4][C@H:5]([C:8]([O:10][CH3:11])=[O:9])[CH2:6][CH2:7]1)([C:17]([CH3:20])([CH3:19])[CH3:18])([CH3:23])[CH3:22]. The yield is 0.960.